This data is from Forward reaction prediction with 1.9M reactions from USPTO patents (1976-2016). The task is: Predict the product of the given reaction. (1) Given the reactants [CH2:1]([O:3][C:4]([CH2:6][CH2:7][CH2:8][C:9]1[O:10][C:11]2[C:16]([C:17](=[O:27])[C:18]=1[C:19]1[CH:24]=[CH:23][C:22]([O:25]C)=[CH:21][CH:20]=1)=[C:15]([OH:28])[CH:14]=[C:13]([OH:29])[CH:12]=2)=[O:5])C.B(Br)(Br)Br.CO, predict the reaction product. The product is: [CH3:1][O:3][C:4]([CH2:6][CH2:7][CH2:8][C:9]1[O:10][C:11]2[C:16]([C:17](=[O:27])[C:18]=1[C:19]1[CH:24]=[CH:23][C:22]([OH:25])=[CH:21][CH:20]=1)=[C:15]([OH:28])[CH:14]=[C:13]([OH:29])[CH:12]=2)=[O:5]. (2) Given the reactants [Br:1][C:2]1[CH:3]=[C:4]2[C:9](=[CH:10][CH:11]=1)[C:8](=[O:12])[O:7][C:6]([C:13]([O:15][CH3:16])=[O:14])=[C:5]2[C:17]1[CH:22]=[CH:21][CH:20]=[CH:19][CH:18]=1.[C:23]1([C:29]2[CH:33]=[C:32]([CH2:34][N:35]3[CH2:40][CH2:39][CH:38]([CH2:41][NH2:42])[CH2:37][CH2:36]3)[O:31][N:30]=2)[CH:28]=[CH:27][CH:26]=[CH:25][CH:24]=1.C(N(C(C)C)CC)(C)C.O1CCCC1, predict the reaction product. The product is: [Br:1][C:2]1[CH:3]=[C:4]2[C:9](=[CH:10][CH:11]=1)[C:8](=[O:12])[N:42]([CH2:41][CH:38]1[CH2:37][CH2:36][N:35]([CH2:34][C:32]3[O:31][N:30]=[C:29]([C:23]4[CH:28]=[CH:27][CH:26]=[CH:25][CH:24]=4)[CH:33]=3)[CH2:40][CH2:39]1)[C:6]([OH:7])([C:13]([O:15][CH3:16])=[O:14])[CH:5]2[C:17]1[CH:18]=[CH:19][CH:20]=[CH:21][CH:22]=1. (3) Given the reactants [CH:1]([C:4]1[CH:9]=[CH:8][N:7]=[CH:6][C:5]=1[CH3:10])([CH3:3])[CH3:2].C1C=C(Cl)C=C(C(OO)=[O:19])C=1, predict the reaction product. The product is: [CH:1]([C:4]1[CH:9]=[CH:8][N+:7]([O-:19])=[CH:6][C:5]=1[CH3:10])([CH3:3])[CH3:2]. (4) Given the reactants C[O:2][C:3](=O)[C:4]1[CH:9]=[C:8]([F:10])[CH:7]=[C:6]([N+:11]([O-])=O)[C:5]=1[CH2:14][N:15]=[N+]=[N-].C(O)(=O)C, predict the reaction product. The product is: [NH2:11][C:6]1[CH:7]=[C:8]([F:10])[CH:9]=[C:4]2[C:5]=1[CH2:14][NH:15][C:3]2=[O:2]. (5) Given the reactants [CH2:10](P([CH2:10][CH2:11][CH2:12][CH3:13])[CH2:10][CH2:11][CH2:12][CH3:13])[CH2:11][CH2:12][CH3:13].N(C(N(C)C)=O)=NC(N(C)C)=O.[C:26]([O:30][C:31](=[O:81])[N:32]([C@H:44]([CH2:79]O)[C@@H:45]([O:71][CH2:72][C:73]1[CH:78]=[CH:77][CH:76]=[CH:75][CH:74]=1)[C@@H:46]([N:56]([CH2:64][C:65]1[CH:70]=[CH:69][CH:68]=[CH:67][CH:66]=1)[CH2:57][C:58]1[CH:63]=[CH:62][CH:61]=[CH:60][CH:59]=1)[CH2:47][C:48]1[CH:53]=[C:52]([F:54])[CH:51]=[C:50]([F:55])[CH:49]=1)[CH2:33][C@@H:34]([OH:43])[CH2:35][CH2:36]C1CCCCC1)([CH3:29])([CH3:28])[CH3:27].O1CC[CH2:84][CH2:83]1, predict the reaction product. The product is: [C:26]([O:30][C:31]([N:32]1[C@@H:44]([C@@H:45]([O:71][CH2:72][C:73]2[CH:78]=[CH:77][CH:76]=[CH:75][CH:74]=2)[C@@H:46]([N:56]([CH2:64][C:65]2[CH:66]=[CH:67][CH:68]=[CH:69][CH:70]=2)[CH2:57][C:58]2[CH:59]=[CH:60][CH:61]=[CH:62][CH:63]=2)[CH2:47][C:48]2[CH:49]=[C:50]([F:55])[CH:51]=[C:52]([F:54])[CH:53]=2)[CH2:79][O:43][C@@H:34]([CH2:35][CH2:36][CH:13]2[CH2:12][CH2:11][CH2:10][CH2:84][CH2:83]2)[CH2:33]1)=[O:81])([CH3:28])([CH3:27])[CH3:29].